This data is from NCI-60 drug combinations with 297,098 pairs across 59 cell lines. The task is: Regression. Given two drug SMILES strings and cell line genomic features, predict the synergy score measuring deviation from expected non-interaction effect. (1) Drug 1: C1=C(C(=O)NC(=O)N1)F. Drug 2: C1C(C(OC1N2C=NC3=C(N=C(N=C32)Cl)N)CO)O. Cell line: HOP-92. Synergy scores: CSS=25.4, Synergy_ZIP=-7.38, Synergy_Bliss=-6.85, Synergy_Loewe=-0.358, Synergy_HSA=0.496. (2) Drug 1: CC12CCC(CC1=CCC3C2CCC4(C3CC=C4C5=CN=CC=C5)C)O. Drug 2: CC(CN1CC(=O)NC(=O)C1)N2CC(=O)NC(=O)C2. Cell line: U251. Synergy scores: CSS=30.6, Synergy_ZIP=-9.58, Synergy_Bliss=-2.69, Synergy_Loewe=-0.390, Synergy_HSA=-0.484.